Dataset: Full USPTO retrosynthesis dataset with 1.9M reactions from patents (1976-2016). Task: Predict the reactants needed to synthesize the given product. (1) Given the product [CH3:32][O:33][C:34]1[CH:35]=[C:36]([CH:39]=[CH:40][C:41]=1[N:42]1[CH:46]=[C:45]([CH3:47])[N:44]=[CH:43]1)/[CH:37]=[C:6]1\[CH2:7][CH2:8][C@@H:9]2[N:14]([C:5]\1=[O:4])[C@H:13]([C:15]1[CH:16]=[C:17]([F:23])[C:18]([F:22])=[C:19]([F:21])[CH:20]=1)[CH2:12][O:11][CH2:10]2, predict the reactants needed to synthesize it. The reactants are: O.[OH-].[Li+].[O:4]=[C:5]1[N:14]2[C@H:9]([CH2:10][O:11][CH2:12][C@H:13]2[C:15]2[CH:20]=[C:19]([F:21])[C:18]([F:22])=[C:17]([F:23])[CH:16]=2)[CH2:8][CH2:7][CH:6]1P(=O)(OCC)OCC.[CH3:32][O:33][C:34]1[CH:35]=[C:36]([CH:39]=[CH:40][C:41]=1[N:42]1[CH:46]=[C:45]([CH3:47])[N:44]=[CH:43]1)[CH:37]=O.C(OCC)(=O)C. (2) Given the product [Cl:1][C:2]1[CH:30]=[CH:29][C:5]([CH2:6][N:7]2[CH:12]=[N:11][C:10]([N:13]3[CH2:18][CH2:17][CH:16]([C:20]4[CH:25]=[CH:24][C:23]([F:26])=[CH:22][CH:21]=4)[C:15](=[O:27])[CH2:14]3)=[N:9][C:8]2=[O:28])=[CH:4][CH:3]=1, predict the reactants needed to synthesize it. The reactants are: [Cl:1][C:2]1[CH:30]=[CH:29][C:5]([CH2:6][N:7]2[CH:12]=[N:11][C:10]([N:13]3[CH2:18][CH2:17][C:16]([C:20]4[CH:25]=[CH:24][C:23]([F:26])=[CH:22][CH:21]=4)(O)[CH:15]([OH:27])[CH2:14]3)=[N:9][C:8]2=[O:28])=[CH:4][CH:3]=1.O.C1(C)C=CC(S(O)(=O)=O)=CC=1. (3) The reactants are: O([C:8]1[C:17]2[C:12](=[CH:13][CH:14]=[C:15]([C:18]3[CH:32]=[CH:31][C:21]([CH2:22][N:23]4[CH2:28][CH:27]5[CH:25]([CH:26]5[CH2:29][OH:30])[CH2:24]4)=[CH:20][CH:19]=3)[CH:16]=2)[N:11]=[CH:10][N:9]=1)C1C=CC=CC=1.[CH:33]1([CH2:36][N:37]2[C:45]3[C:40](=[CH:41][C:42]([NH2:46])=[CH:43][CH:44]=3)[CH:39]=[CH:38]2)[CH2:35][CH2:34]1.Cl.[NH+]1C=CC=CC=1.C1(O)C=CC=CC=1. Given the product [CH:33]1([CH2:36][N:37]2[C:45]3[C:40](=[CH:41][C:42]([NH:46][C:8]4[C:17]5[C:12](=[CH:13][CH:14]=[C:15]([C:18]6[CH:19]=[CH:20][C:21]([CH2:22][N:23]7[CH2:28][CH:27]8[CH:25]([CH:26]8[CH2:29][OH:30])[CH2:24]7)=[CH:31][CH:32]=6)[CH:16]=5)[N:11]=[CH:10][N:9]=4)=[CH:43][CH:44]=3)[CH:39]=[CH:38]2)[CH2:34][CH2:35]1, predict the reactants needed to synthesize it. (4) Given the product [CH3:7][O:8][C:9]1[CH:14]=[CH:13][C:12]([C:15]([CH3:19])([CH3:18])[CH2:16][NH2:17])=[CH:11][CH:10]=1, predict the reactants needed to synthesize it. The reactants are: [H-].[Al+3].[Li+].[H-].[H-].[H-].[CH3:7][O:8][C:9]1[CH:14]=[CH:13][C:12]([C:15]([CH3:19])([CH3:18])[C:16]#[N:17])=[CH:11][CH:10]=1.[OH-].[Na+].O. (5) Given the product [CH2:9]([O:11][C:12]([CH3:23])([CH3:24])[CH2:13][N:14]1[C:15]2[N:16]=[CH:17][NH:18][C:19]=2[C:4](=[O:5])[NH:6][C:7]1=[S:8])[CH3:10], predict the reactants needed to synthesize it. The reactants are: C(O[C:4]([N:6]=[C:7]=[S:8])=[O:5])C.[CH2:9]([O:11][C:12]([CH3:24])([CH3:23])[CH2:13][NH:14][C:15]1[N:16]=[CH:17][NH:18][C:19]=1C(N)=O)[CH3:10]. (6) Given the product [N+:12]([C:8]1[CH:7]=[C:6]([C:2](=[O:1])[C:3]([OH:5])=[O:4])[CH:11]=[CH:10][CH:9]=1)([O-:14])=[O:13], predict the reactants needed to synthesize it. The reactants are: [O:1]=[C:2]([C:6]1[CH:11]=[CH:10][CH:9]=[CH:8][CH:7]=1)[C:3]([OH:5])=[O:4].[N+:12]([O-])([O-:14])=[O:13].[K+]. (7) Given the product [Br:24][C:25]1[CH:34]=[CH:33][CH:32]=[C:31]2[C:26]=1[CH:27]=[N:28][C:29]([NH:1][CH2:2][C@@H:3]1[C@H:8]([CH3:9])[CH2:7][CH2:6][CH2:5][N:4]1[C:10]([C:12]1[CH:17]=[C:16]([CH3:18])[CH:15]=[CH:14][C:13]=1[N:19]1[N:23]=[CH:22][CH:21]=[N:20]1)=[O:11])=[N:30]2, predict the reactants needed to synthesize it. The reactants are: [NH2:1][CH2:2][C@@H:3]1[C@H:8]([CH3:9])[CH2:7][CH2:6][CH2:5][N:4]1[C:10]([C:12]1[CH:17]=[C:16]([CH3:18])[CH:15]=[CH:14][C:13]=1[N:19]1[N:23]=[CH:22][CH:21]=[N:20]1)=[O:11].[Br:24][C:25]1[CH:34]=[CH:33][CH:32]=[C:31]2[C:26]=1[CH:27]=[N:28][C:29](Cl)=[N:30]2.